This data is from NCI-60 drug combinations with 297,098 pairs across 59 cell lines. The task is: Regression. Given two drug SMILES strings and cell line genomic features, predict the synergy score measuring deviation from expected non-interaction effect. (1) Drug 1: C1CC(=O)NC(=O)C1N2CC3=C(C2=O)C=CC=C3N. Drug 2: CC(CN1CC(=O)NC(=O)C1)N2CC(=O)NC(=O)C2. Cell line: RXF 393. Synergy scores: CSS=21.7, Synergy_ZIP=-1.34, Synergy_Bliss=6.12, Synergy_Loewe=7.10, Synergy_HSA=7.90. (2) Drug 1: CC1=C(C=C(C=C1)NC2=NC=CC(=N2)N(C)C3=CC4=NN(C(=C4C=C3)C)C)S(=O)(=O)N.Cl. Drug 2: C1CN(P(=O)(OC1)NCCCl)CCCl. Cell line: K-562. Synergy scores: CSS=10.2, Synergy_ZIP=-2.68, Synergy_Bliss=-0.427, Synergy_Loewe=-9.92, Synergy_HSA=-2.21. (3) Drug 2: CN(C(=O)NC(C=O)C(C(C(CO)O)O)O)N=O. Cell line: SF-539. Synergy scores: CSS=16.9, Synergy_ZIP=-0.342, Synergy_Bliss=2.73, Synergy_Loewe=-2.30, Synergy_HSA=3.70. Drug 1: CC(CN1CC(=O)NC(=O)C1)N2CC(=O)NC(=O)C2. (4) Drug 1: C1=CN(C(=O)N=C1N)C2C(C(C(O2)CO)O)O.Cl. Drug 2: CCC1=C2CN3C(=CC4=C(C3=O)COC(=O)C4(CC)O)C2=NC5=C1C=C(C=C5)O. Cell line: SW-620. Synergy scores: CSS=52.8, Synergy_ZIP=-4.78, Synergy_Bliss=-2.58, Synergy_Loewe=-0.368, Synergy_HSA=1.81. (5) Drug 1: CN1C(=O)N2C=NC(=C2N=N1)C(=O)N. Drug 2: C1=CN(C=N1)CC(O)(P(=O)(O)O)P(=O)(O)O. Cell line: OVCAR-8. Synergy scores: CSS=1.24, Synergy_ZIP=-1.27, Synergy_Bliss=-0.786, Synergy_Loewe=-0.391, Synergy_HSA=-0.378. (6) Drug 1: CCC(=C(C1=CC=CC=C1)C2=CC=C(C=C2)OCCN(C)C)C3=CC=CC=C3.C(C(=O)O)C(CC(=O)O)(C(=O)O)O. Drug 2: CN1C(=O)N2C=NC(=C2N=N1)C(=O)N. Cell line: MOLT-4. Synergy scores: CSS=8.27, Synergy_ZIP=-4.67, Synergy_Bliss=-1.50, Synergy_Loewe=-6.45, Synergy_HSA=-1.73.